This data is from NCI-60 drug combinations with 297,098 pairs across 59 cell lines. The task is: Regression. Given two drug SMILES strings and cell line genomic features, predict the synergy score measuring deviation from expected non-interaction effect. (1) Drug 1: CC1C(C(CC(O1)OC2CC(OC(C2O)C)OC3=CC4=CC5=C(C(=O)C(C(C5)C(C(=O)C(C(C)O)O)OC)OC6CC(C(C(O6)C)O)OC7CC(C(C(O7)C)O)OC8CC(C(C(O8)C)O)(C)O)C(=C4C(=C3C)O)O)O)O. Drug 2: CC1CCC2CC(C(=CC=CC=CC(CC(C(=O)C(C(C(=CC(C(=O)CC(OC(=O)C3CCCCN3C(=O)C(=O)C1(O2)O)C(C)CC4CCC(C(C4)OC)O)C)C)O)OC)C)C)C)OC. Cell line: SF-295. Synergy scores: CSS=10.0, Synergy_ZIP=2.95, Synergy_Bliss=3.36, Synergy_Loewe=-9.53, Synergy_HSA=-1.25. (2) Drug 1: CC12CCC3C(C1CCC2=O)CC(=C)C4=CC(=O)C=CC34C. Drug 2: CCC1(CC2CC(C3=C(CCN(C2)C1)C4=CC=CC=C4N3)(C5=C(C=C6C(=C5)C78CCN9C7C(C=CC9)(C(C(C8N6C=O)(C(=O)OC)O)OC(=O)C)CC)OC)C(=O)OC)O.OS(=O)(=O)O. Cell line: LOX IMVI. Synergy scores: CSS=65.0, Synergy_ZIP=-0.771, Synergy_Bliss=0.191, Synergy_Loewe=1.41, Synergy_HSA=3.20. (3) Drug 1: CC1=C(C=C(C=C1)NC(=O)C2=CC=C(C=C2)CN3CCN(CC3)C)NC4=NC=CC(=N4)C5=CN=CC=C5. Drug 2: CC1=C(N=C(N=C1N)C(CC(=O)N)NCC(C(=O)N)N)C(=O)NC(C(C2=CN=CN2)OC3C(C(C(C(O3)CO)O)O)OC4C(C(C(C(O4)CO)O)OC(=O)N)O)C(=O)NC(C)C(C(C)C(=O)NC(C(C)O)C(=O)NCCC5=NC(=CS5)C6=NC(=CS6)C(=O)NCCC[S+](C)C)O. Cell line: K-562. Synergy scores: CSS=49.5, Synergy_ZIP=-1.34, Synergy_Bliss=-3.37, Synergy_Loewe=-16.5, Synergy_HSA=-3.36. (4) Drug 1: CN1C(=O)N2C=NC(=C2N=N1)C(=O)N. Drug 2: CCN(CC)CCNC(=O)C1=C(NC(=C1C)C=C2C3=C(C=CC(=C3)F)NC2=O)C. Cell line: CCRF-CEM. Synergy scores: CSS=-11.0, Synergy_ZIP=5.81, Synergy_Bliss=0.515, Synergy_Loewe=-7.98, Synergy_HSA=-9.49. (5) Drug 1: CC1C(C(=O)NC(C(=O)N2CCCC2C(=O)N(CC(=O)N(C(C(=O)O1)C(C)C)C)C)C(C)C)NC(=O)C3=C4C(=C(C=C3)C)OC5=C(C(=O)C(=C(C5=N4)C(=O)NC6C(OC(=O)C(N(C(=O)CN(C(=O)C7CCCN7C(=O)C(NC6=O)C(C)C)C)C)C(C)C)C)N)C. Drug 2: C1=CN(C(=O)N=C1N)C2C(C(C(O2)CO)O)O.Cl. Cell line: LOX IMVI. Synergy scores: CSS=36.5, Synergy_ZIP=-0.152, Synergy_Bliss=-3.29, Synergy_Loewe=-12.7, Synergy_HSA=-5.87. (6) Drug 1: CC(C)NC(=O)C1=CC=C(C=C1)CNNC.Cl. Drug 2: CC(C)CN1C=NC2=C1C3=CC=CC=C3N=C2N. Cell line: NCI-H522. Synergy scores: CSS=1.41, Synergy_ZIP=-2.44, Synergy_Bliss=-4.23, Synergy_Loewe=-2.20, Synergy_HSA=-3.64.